From a dataset of Forward reaction prediction with 1.9M reactions from USPTO patents (1976-2016). Predict the product of the given reaction. (1) Given the reactants [N:1]1([CH2:6][C:7]([OH:9])=[O:8])[CH:5]=[N:4][N:3]=[N:2]1.Cl.O1CCOC[CH2:12]1, predict the reaction product. The product is: [N:1]1([CH2:6][C:7]([O:9][CH3:12])=[O:8])[CH:5]=[N:4][N:3]=[N:2]1. (2) Given the reactants Cl[C:2]1[C:7]([C:8]([F:11])([F:10])[F:9])=[CH:6][N:5]=[C:4]([N:12]2[CH2:17][CH2:16][N:15]3[C:18]4[CH:24]=[C:23]([S:25]([CH3:28])(=[O:27])=[O:26])[C:22]([C:29]([O:31][CH3:32])=[O:30])=[CH:21][C:19]=4[N:20]=[C:14]3[C@H:13]2[CH:33]([CH3:35])[CH3:34])[N:3]=1.[C:36]([O-])(O)=[O:37].[Na+], predict the reaction product. The product is: [CH:33]([C@H:13]1[N:12]([C:4]2[N:3]=[C:2]([O:37][CH3:36])[C:7]([C:8]([F:11])([F:10])[F:9])=[CH:6][N:5]=2)[CH2:17][CH2:16][N:15]2[C:18]3[CH:24]=[C:23]([S:25]([CH3:28])(=[O:27])=[O:26])[C:22]([C:29]([O:31][CH3:32])=[O:30])=[CH:21][C:19]=3[N:20]=[C:14]12)([CH3:35])[CH3:34]. (3) The product is: [O:55]([C:56]1[N:61]=[CH:60][C:59]([C:62]([NH:65][C:18]([C:11]2[C:12]3[CH2:13][C@H:14]4[CH2:17][C@H:15]4[C:16]=3[N:9]([C:3]3[CH:4]=[CH:5][C:6]([F:8])=[CH:7][C:2]=3[F:1])[N:10]=2)=[O:19])([CH3:63])[CH3:64])=[CH:58][CH:57]=1)[CH3:54]. Given the reactants [F:1][C:2]1[CH:7]=[C:6]([F:8])[CH:5]=[CH:4][C:3]=1[N:9]1[C:16]2[C@@H:15]3[CH2:17][C@@H:14]3[CH2:13][C:12]=2[C:11]([C:18](O)=[O:19])=[N:10]1.CN(C(ON1N=NC2C=CC=NC1=2)=[N+](C)C)C.F[P-](F)(F)(F)(F)F.CCN(C(C)C)C(C)C.[CH3:54][O:55][C:56]1[N:61]=[CH:60][C:59]([C:62]([NH2:65])([CH3:64])[CH3:63])=[CH:58][CH:57]=1, predict the reaction product.